This data is from Full USPTO retrosynthesis dataset with 1.9M reactions from patents (1976-2016). The task is: Predict the reactants needed to synthesize the given product. (1) Given the product [CH3:15][O:14][C:11]1[CH:10]=[CH:9][CH:8]=[C:7]2[C:12]=1[CH:13]=[C:5]([C:3]([OH:2])=[O:4])[N:6]2[CH2:17][C:18]1[C:27]2[C:22](=[CH:23][CH:24]=[CH:25][CH:26]=2)[CH:21]=[CH:20][CH:19]=1, predict the reactants needed to synthesize it. The reactants are: C[O:2][C:3]([C:5]1[NH:6][C:7]2[C:12]([CH:13]=1)=[C:11]([O:14][CH3:15])[CH:10]=[CH:9][CH:8]=2)=[O:4].Br[CH2:17][C:18]1[C:27]2[C:22](=[CH:23][CH:24]=[CH:25][CH:26]=2)[CH:21]=[CH:20][CH:19]=1. (2) Given the product [C@H:27]12[CH2:32][C@H:30]([NH:29][CH2:28]1)[CH2:31][N:26]2[C:19]1[CH:20]=[CH:21][C:22]([N+:23]([O-:25])=[O:24])=[C:17]([CH:18]=1)[C:15]([NH:14][CH2:13][C:12]([NH:11][CH:8]([CH3:10])[CH3:9])=[O:40])=[O:16], predict the reactants needed to synthesize it. The reactants are: FC(F)(F)C(O)=O.[CH:8]([NH:11][C:12](=[O:40])[CH2:13][NH:14][C:15]([C:17]1[CH:18]=[C:19]([N:26]2[CH2:31][C@@H:30]3[CH2:32][C@H:27]2[CH2:28][N:29]3C(OC(C)(C)C)=O)[CH:20]=[CH:21][C:22]=1[N+:23]([O-:25])=[O:24])=[O:16])([CH3:10])[CH3:9]. (3) Given the product [Cl:1][C:2]1[C:3]2[N:10]([CH2:18][CH2:19][F:20])[CH:9]=[CH:8][C:4]=2[N:5]=[CH:6][N:7]=1, predict the reactants needed to synthesize it. The reactants are: [Cl:1][C:2]1[C:3]2[NH:10][CH:9]=[CH:8][C:4]=2[N:5]=[CH:6][N:7]=1.C(=O)([O-])[O-].[Cs+].[Cs+].Br[CH2:18][CH2:19][F:20]. (4) Given the product [CH:3]1([C:4]#[C:5][C:6]2[CH:7]=[C:8]([C@@H:12]3[C@@H:16]([C:17]4[CH:22]=[CH:21][CH:20]=[C:19]([F:23])[CH:18]=4)[O:15][C:14](=[O:24])[NH:13]3)[CH:9]=[N:10][CH:11]=2)[CH2:30][CH2:29][CH2:28][CH2:27][CH2:32]1, predict the reactants needed to synthesize it. The reactants are: CN(C)[CH2:3][C:4]#[C:5][C:6]1[CH:7]=[C:8]([C@@H:12]2[C@@H:16]([C:17]3[CH:22]=[CH:21][CH:20]=[C:19]([F:23])[CH:18]=3)[O:15][C:14](=[O:24])[NH:13]2)[CH:9]=[N:10][CH:11]=1.Br[C:27]1[CH:28]=[C:29]([C@@H]2[C@@H]([C:28]3[CH:29]=[CH:30]C=[C:32](F)[CH:27]=3)OC(=O)N2)[CH:30]=N[CH:32]=1.C(C1CCCCC1)#C. (5) The reactants are: Br[C:2]1[N:6]2[CH:7]=[C:8]([C:11]3[CH:12]=[C:13]([NH:19][S:20]([C:23]4[CH:28]=[CH:27][C:26]([F:29])=[CH:25][C:24]=4[F:30])(=[O:22])=[O:21])[C:14]([O:17][CH3:18])=[N:15][CH:16]=3)[CH:9]=[CH:10][C:5]2=[N:4][N:3]=1.C(N(CC)CC)C.[CH2:38]([OH:41])[C:39]#[CH:40]. Given the product [F:30][C:24]1[CH:25]=[C:26]([F:29])[CH:27]=[CH:28][C:23]=1[S:20]([NH:19][C:13]1[C:14]([O:17][CH3:18])=[N:15][CH:16]=[C:11]([C:8]2[CH:9]=[CH:10][C:5]3[N:6]([C:2]([C:40]#[C:39][CH2:38][OH:41])=[N:3][N:4]=3)[CH:7]=2)[CH:12]=1)(=[O:21])=[O:22], predict the reactants needed to synthesize it. (6) Given the product [C:35]([OH:42])(=[O:41])/[CH:36]=[CH:37]/[C:38]([OH:40])=[O:39].[F:34][C:3]([F:2])([F:33])[O:4][C:5]1[CH:10]=[CH:9][CH:8]=[CH:7][C:6]=1[CH2:11][CH2:12][NH:13][CH2:14][CH2:15][CH2:16][CH2:17][C:18]([C:20]1[CH:21]=[C:22]([S:29]([NH2:32])(=[O:30])=[O:31])[C:23]2[O:27][CH2:26][CH2:25][C:24]=2[CH:28]=1)=[O:19], predict the reactants needed to synthesize it. The reactants are: Cl.[F:2][C:3]([F:34])([F:33])[O:4][C:5]1[CH:10]=[CH:9][CH:8]=[CH:7][C:6]=1[CH2:11][CH2:12][NH:13][CH2:14][CH2:15][CH2:16][CH2:17][C:18]([C:20]1[CH:21]=[C:22]([S:29]([NH2:32])(=[O:31])=[O:30])[C:23]2[O:27][CH2:26][CH2:25][C:24]=2[CH:28]=1)=[O:19].[C:35]([OH:42])(=[O:41])/[CH:36]=[CH:37]/[C:38]([OH:40])=[O:39]. (7) The reactants are: [B]1OC2C(=CC=CC=2)O1.B1(C)OC(C2C=CC=CC=2)(C2C=CC=CC=2)[C@@H]2N1CCC2.[Cl:31][C:32]1[CH:33]=[C:34]([CH:50]=[CH:51][CH:52]=1)[C:35]([C@@H:37]1[CH2:42][CH2:41][CH2:40][N:39]([C:43]([O:45][C:46]([CH3:49])([CH3:48])[CH3:47])=[O:44])[CH2:38]1)=[O:36]. Given the product [Cl:31][C:32]1[CH:33]=[C:34]([C@H:35]([OH:36])[C@@H:37]2[CH2:42][CH2:41][CH2:40][N:39]([C:43]([O:45][C:46]([CH3:48])([CH3:47])[CH3:49])=[O:44])[CH2:38]2)[CH:50]=[CH:51][CH:52]=1.[Cl:31][C:32]1[CH:33]=[C:34]([C@@H:35]([OH:36])[C@@H:37]2[CH2:42][CH2:41][CH2:40][N:39]([C:43]([O:45][C:46]([CH3:48])([CH3:47])[CH3:49])=[O:44])[CH2:38]2)[CH:50]=[CH:51][CH:52]=1, predict the reactants needed to synthesize it. (8) Given the product [CH3:22][CH:21]([C@H:11]1[NH:12][CH2:13][C@H:9]([OH:8])[CH2:10]1)[CH3:23], predict the reactants needed to synthesize it. The reactants are: [Si]([O:8][C@H:9]1[CH2:13][N:12](C(OC(C)(C)C)=O)[C@H:11]([C:21]([CH3:23])=[CH2:22])[CH2:10]1)(C(C)(C)C)(C)C. (9) Given the product [Br:1][C:2]1[N:3]=[CH:4][C:5]2[N:6]([C:8]([C:16]3[CH:17]=[CH:18][C:13]([F:12])=[CH:14][CH:15]=3)=[CH:9][N:10]=2)[CH:7]=1, predict the reactants needed to synthesize it. The reactants are: [Br:1][C:2]1[N:3]=[CH:4][C:5]2[N:6]([C:8](I)=[CH:9][N:10]=2)[CH:7]=1.[F:12][C:13]1[CH:18]=[CH:17][C:16](B(O)O)=[CH:15][CH:14]=1.C([O-])([O-])=O.[K+].[K+]. (10) Given the product [OH:1][C:2]1[CH:22]=[CH:21][C:5]2[O:6][CH2:7][C:8]3[CH:20]=[CH:19][CH:18]=[CH:17][C:9]=3/[C:10](=[CH:11]\[CH2:12][CH2:13][N:14]([CH3:16])[CH3:15])/[C:4]=2[CH:3]=1, predict the reactants needed to synthesize it. The reactants are: [OH:1][C:2]1[CH:22]=[CH:21][C:5]2[O:6][CH2:7][C:8]3[CH:20]=[CH:19][CH:18]=[CH:17][C:9]=3/[C:10](=[CH:11]/[CH2:12][CH2:13][N:14]([CH3:16])[CH3:15])/[C:4]=2[CH:3]=1.